From a dataset of Full USPTO retrosynthesis dataset with 1.9M reactions from patents (1976-2016). Predict the reactants needed to synthesize the given product. (1) Given the product [CH3:1][O:2][C:3](=[O:30])/[CH:4]=[CH:5]/[C:6]1[CH:7]=[C:8]2[C:25](=[C:26]([F:28])[CH:27]=1)[O:24][C:11]1([CH2:12][CH2:13][NH:14][CH2:15][CH2:16]1)[CH2:10][C:9]2=[O:29], predict the reactants needed to synthesize it. The reactants are: [CH3:1][O:2][C:3](=[O:30])/[CH:4]=[CH:5]/[C:6]1[CH:7]=[C:8]2[C:25](=[C:26]([F:28])[CH:27]=1)[O:24][C:11]1([CH2:16][CH2:15][N:14](C(OC(C)(C)C)=O)[CH2:13][CH2:12]1)[CH2:10][C:9]2=[O:29].Cl. (2) Given the product [Cl:1][C:2]1[CH:9]=[C:8]([N:10]([CH2:16][C:17]2[CH:22]=[CH:21][CH:20]=[CH:19][C:18]=2[Cl:23])[C@H:11]2[CH2:15][CH2:14][N:13]([CH2:25][C:26]3[CH:31]=[CH:30][N:29]=[CH:28][CH:27]=3)[CH2:12]2)[CH:7]=[CH:6][C:3]=1[C:4]#[N:5], predict the reactants needed to synthesize it. The reactants are: [Cl:1][C:2]1[CH:9]=[C:8]([N:10]([CH2:16][C:17]2[CH:22]=[CH:21][CH:20]=[CH:19][C:18]=2[Cl:23])[C@H:11]2[CH2:15][CH2:14][NH:13][CH2:12]2)[CH:7]=[CH:6][C:3]=1[C:4]#[N:5].Br[CH2:25][C:26]1[CH:31]=[CH:30][N:29]=[CH:28][CH:27]=1.